Predict which catalyst facilitates the given reaction. From a dataset of Catalyst prediction with 721,799 reactions and 888 catalyst types from USPTO. (1) Reactant: N(C(OC(C)C)=O)=NC(OC(C)C)=O.[OH:15][C:16]1[CH:21]=[CH:20][C:19]([CH2:22][CH:23]([C:30]2[CH:35]=[CH:34][CH:33]=[CH:32][N:31]=2)[CH2:24][C:25]([O:27][CH2:28][CH3:29])=[O:26])=[CH:18][CH:17]=1.[CH3:36][NH:37][C:38]1[N:43]=[C:42]([CH:44](O)[CH3:45])[CH:41]=[CH:40][CH:39]=1.C1(P(C2C=CC=CC=2)C2C=CC=CC=2)C=CC=CC=1. Product: [CH3:36][NH:37][C:38]1[N:43]=[C:42]([CH2:44][CH2:45][O:15][C:16]2[CH:17]=[CH:18][C:19]([CH2:22][CH:23]([C:30]3[CH:35]=[CH:34][CH:33]=[CH:32][N:31]=3)[CH2:24][C:25]([O:27][CH2:28][CH3:29])=[O:26])=[CH:20][CH:21]=2)[CH:41]=[CH:40][CH:39]=1. The catalyst class is: 1. (2) Reactant: [Br:1][C:2]1[CH:3]=[CH:4][C:5](CC2C=CC(Cl)=CC=2)=[C:6]([CH:9]=1)C=O.[BH4-].[Na+].[CH:37]1[CH:38]=[CH:33]C(P([C:33]2[CH:38]=[CH:37][CH:36]=[CH:35]C=2)[C:37]2[CH:38]=[CH:33]C=[CH:35][CH:36]=2)=[CH:35][CH:36]=1.[C:39]([Br:43])(Br)(Br)Br.[CH3:44][OH:45].[CH2:46]([Cl:48])Cl. Product: [Br:1][C:2]1[CH:9]=[CH:6][C:5]([O:45][CH2:44][C:37]2[CH:36]=[CH:35][C:46]([Cl:48])=[CH:33][CH:38]=2)=[C:4]([CH2:39][Br:43])[CH:3]=1. The catalyst class is: 2. (3) Reactant: [CH:1]1([CH2:7][N:8]2[C:16]3[C:11](=[CH:12][CH:13]=[CH:14][C:15]=3[O:17][CH3:18])[C:10]([C:19]3[S:20][C:21]([CH2:25]OS(C)(=O)=O)=[C:22]([CH3:24])[N:23]=3)=[CH:9]2)[CH2:6][CH2:5][CH2:4][CH2:3][CH2:2]1.C(=O)([O-])[O-].[K+].[K+].[I-].[Na+].[CH2:39]([NH:41][CH2:42][CH3:43])[CH3:40]. Product: [CH:1]1([CH2:7][N:8]2[C:16]3[C:11](=[CH:12][CH:13]=[CH:14][C:15]=3[O:17][CH3:18])[C:10]([C:19]3[S:20][C:21]([CH2:25][N:41]([CH2:42][CH3:43])[CH2:39][CH3:40])=[C:22]([CH3:24])[N:23]=3)=[CH:9]2)[CH2:2][CH2:3][CH2:4][CH2:5][CH2:6]1. The catalyst class is: 577. (4) Reactant: [Cl:1][S:2]([OH:5])(=O)=[O:3].[Br:6][C:7]1[CH:8]=[C:9]([CH:20]=[C:21]([Br:32])[C:22]=1[O:23][C:24]1[CH:29]=[CH:28][C:27]([O:30][CH3:31])=[CH:26][CH:25]=1)[CH:10]=[N:11][O:12][CH:13]([CH3:19])[C:14]([O:16][CH2:17][CH3:18])=[O:15]. Product: [Br:6][C:7]1[CH:8]=[C:9]([CH:20]=[C:21]([Br:32])[C:22]=1[O:23][C:24]1[CH:25]=[CH:26][C:27]([O:30][CH3:31])=[C:28]([S:2]([Cl:1])(=[O:5])=[O:3])[CH:29]=1)[CH:10]=[N:11][O:12][CH:13]([CH3:19])[C:14]([O:16][CH2:17][CH3:18])=[O:15]. The catalyst class is: 13. (5) Reactant: [Br:1][C:2]1[CH:25]=[CH:24][C:23]([O:26][CH3:27])=[CH:22][C:3]=1[CH2:4][CH:5]1[CH2:10][CH2:9][N:8]([C:11](=O)[CH2:12][CH2:13][C@H:14]2[CH2:19][CH2:18][C@H:17]([NH2:20])[CH2:16][CH2:15]2)[CH2:7][CH2:6]1.B.CO. Product: [Br:1][C:2]1[CH:25]=[CH:24][C:23]([O:26][CH3:27])=[CH:22][C:3]=1[CH2:4][CH:5]1[CH2:10][CH2:9][N:8]([CH2:11][CH2:12][CH2:13][C@H:14]2[CH2:15][CH2:16][C@H:17]([NH2:20])[CH2:18][CH2:19]2)[CH2:7][CH2:6]1. The catalyst class is: 7.